From a dataset of Catalyst prediction with 721,799 reactions and 888 catalyst types from USPTO. Predict which catalyst facilitates the given reaction. (1) Reactant: [F:1][C:2]1[CH:7]=[CH:6][CH:5]=[C:4]([C:8]([F:11])([F:10])[F:9])[C:3]=1[CH:12]1[CH2:17][CH2:16][N:15]([C:18]([C:20]2[C:28]3[CH2:27][CH2:26][N:25](C(OC(C)(C)C)=O)[CH2:24][C:23]=3[NH:22][N:21]=2)=[O:19])[CH2:14][CH2:13]1.[ClH:36]. Product: [ClH:36].[F:1][C:2]1[CH:7]=[CH:6][CH:5]=[C:4]([C:8]([F:11])([F:10])[F:9])[C:3]=1[CH:12]1[CH2:17][CH2:16][N:15]([C:18]([C:20]2[C:28]3[CH2:27][CH2:26][NH:25][CH2:24][C:23]=3[NH:22][N:21]=2)=[O:19])[CH2:14][CH2:13]1. The catalyst class is: 158. (2) Reactant: [NH:1]1[CH2:4][CH:3]([C:5]([OH:7])=[O:6])[CH2:2]1.[Cl:8][Si](C)(C)[CH3:10]. Product: [ClH:8].[CH3:10][O:6][C:5]([CH:3]1[CH2:4][NH:1][CH2:2]1)=[O:7]. The catalyst class is: 5. (3) The catalyst class is: 70. Product: [Br:1][C:2]1[CH:3]=[N:4][C:5]([C:15]2[CH:16]=[C:11]([CH2:10][OH:9])[CH:12]=[CH:13][CH:14]=2)=[N:6][CH:7]=1. Reactant: [Br:1][C:2]1[CH:3]=[N:4][C:5](I)=[N:6][CH:7]=1.[OH:9][CH2:10][C:11]1[CH:12]=[C:13](B(O)O)[CH:14]=[CH:15][CH:16]=1.O.O.O.P([O-])([O-])([O-])=O.[K+].[K+].[K+].COC(C)(C)C. (4) Reactant: [Cl:1][C:2]1[CH:3]=[C:4]([CH:9]2[CH2:14][CH2:13][CH2:12][N:11]3[C:15]([C:18]4[CH:23]=[CH:22][C:21]([C:24]5[O:28][C:27]([CH3:29])=[N:26][CH:25]=5)=[C:20]([O:30][CH3:31])[CH:19]=4)=[N:16][N:17]=[C:10]23)[CH:5]=[CH:6][C:7]=1[Cl:8].[H-].[Na+].Br[CH2:35][CH2:36][O:37][Si](C(C)(C)C)(C)C. Product: [Cl:1][C:2]1[CH:3]=[C:4]([C:9]2([CH2:35][CH2:36][OH:37])[CH2:14][CH2:13][CH2:12][N:11]3[C:15]([C:18]4[CH:23]=[CH:22][C:21]([C:24]5[O:28][C:27]([CH3:29])=[N:26][CH:25]=5)=[C:20]([O:30][CH3:31])[CH:19]=4)=[N:16][N:17]=[C:10]23)[CH:5]=[CH:6][C:7]=1[Cl:8]. The catalyst class is: 18. (5) Reactant: [CH3:1][O:2][C:3](=[O:33])/[CH:4]=[CH:5]/[C:6]1[CH:7]=[C:8]2[C:29](=[CH:30][CH:31]=1)[O:28][C:11]1([CH2:16][CH2:15][N:14]([CH2:17][CH2:18][C:19]3[CH:24]=[CH:23][C:22]([N+:25]([O-])=O)=[CH:21][CH:20]=3)[CH2:13][CH2:12]1)[CH2:10][C:9]2=[O:32].O.O.Cl[Sn]Cl.C(C(C(C([O-])=O)O)O)([O-])=O.[K+].[Na+].C(=O)(O)[O-].[Na+]. Product: [CH3:1][O:2][C:3](=[O:33])/[CH:4]=[CH:5]/[C:6]1[CH:7]=[C:8]2[C:29](=[CH:30][CH:31]=1)[O:28][C:11]1([CH2:16][CH2:15][N:14]([CH2:17][CH2:18][C:19]3[CH:24]=[CH:23][C:22]([NH2:25])=[CH:21][CH:20]=3)[CH2:13][CH2:12]1)[CH2:10][C:9]2=[O:32]. The catalyst class is: 25. (6) Reactant: [CH:1]12[CH2:10][CH:5]3[CH2:6][CH:7]([CH2:9][CH:3]([CH2:4]3)[CH:2]1[C:11]1[CH:16]=[C:15](Cl)[N:14]=[C:13]([NH2:18])[N:12]=1)[CH2:8]2.[NH:19]1[CH2:23][CH2:22][CH:21]([NH:24][C:25](=[O:31])[O:26]C(C)(C)C)[CH2:20]1.[CH2:32](N(CC)CC)C.CN1[C:44](=O)[CH2:43][CH2:42]C1. Product: [CH:25]([OH:31])=[O:26].[C:43]([N:24]([CH:21]1[CH2:22][CH2:23][N:19]([C:15]2[CH:16]=[C:11]([CH:2]3[CH:3]4[CH2:9][CH:7]5[CH2:6][CH:5]([CH2:10][CH:1]3[CH2:8]5)[CH2:4]4)[N:12]=[C:13]([NH2:18])[N:14]=2)[CH2:20]1)[C:25](=[O:31])[OH:26])([CH3:42])([CH3:44])[CH3:32].[CH:25]([O-:31])=[O:26]. The catalyst class is: 16. (7) Reactant: [CH3:1][C@:2]12[C:8]([CH3:10])([CH3:9])[C@H:5]([CH2:6][CH2:7]1)[CH:4]=[C:3]2[C:11]1[CH:20]=[CH:19][C:14]([C:15]([O:17][CH3:18])=[O:16])=[CH:13][CH:12]=1. Product: [CH3:1][C@:2]12[C:8]([CH3:9])([CH3:10])[C@H:5]([CH2:6][CH2:7]1)[CH2:4][CH:3]2[C:11]1[CH:12]=[CH:13][C:14]([C:15]([O:17][CH3:18])=[O:16])=[CH:19][CH:20]=1. The catalyst class is: 604. (8) Reactant: [F:1][CH:2]([F:12])[C:3]1[C:7]([C:8](Cl)=[O:9])=[CH:6][N:5]([CH3:11])[N:4]=1.[Cl:13][C:14]1[CH:19]=[C:18]([Cl:20])[CH:17]=[C:16]([Cl:21])[C:15]=1[CH:22]1[CH2:24][CH:23]1[CH:25]([NH:27][O:28][CH3:29])[CH3:26].C1N2CCN(CC2)C1. Product: [Cl:13][C:14]1[CH:19]=[C:18]([Cl:20])[CH:17]=[C:16]([Cl:21])[C:15]=1[C@@H:22]1[CH2:24][C@H:23]1[CH:25]([N:27]([O:28][CH3:29])[C:8]([C:7]1[C:3]([CH:2]([F:12])[F:1])=[N:4][N:5]([CH3:11])[CH:6]=1)=[O:9])[CH3:26]. The catalyst class is: 10. (9) Reactant: [Cl:1][C:2]1[CH:22]=[C:21]([Cl:23])[CH:20]=[CH:19][C:3]=1[CH2:4][O:5][C:6]1[CH:18]=[CH:17][C:9]2[CH:10]([C:13]([O:15][CH3:16])=[O:14])[CH2:11][O:12][C:8]=2[CH:7]=1.[CH2:24]=[O:25].C[O-].[Na+]. Product: [Cl:1][C:2]1[CH:22]=[C:21]([Cl:23])[CH:20]=[CH:19][C:3]=1[CH2:4][O:5][C:6]1[CH:18]=[CH:17][C:9]2[C:10]([CH2:24][OH:25])([C:13]([O:15][CH3:16])=[O:14])[CH2:11][O:12][C:8]=2[CH:7]=1. The catalyst class is: 16.